This data is from Full USPTO retrosynthesis dataset with 1.9M reactions from patents (1976-2016). The task is: Predict the reactants needed to synthesize the given product. (1) Given the product [Cl:28][C:29]1[C:30]([O:43][CH2:44][CH3:45])=[C:31]([CH:34]=[C:35]([CH:40]2[CH2:42][CH2:41]2)[C:36]=1[CH:37]1[CH2:38][CH2:39]1)[CH2:19][N:17]1[CH2:16][C:15]2([CH2:26][C:12]([N:9]3[CH2:8][CH2:7][C:6]([CH3:27])([C:4]([O:3][CH2:1][CH3:2])=[O:5])[CH2:11][CH2:10]3)=[N:13][O:14]2)[CH2:18]1, predict the reactants needed to synthesize it. The reactants are: [CH2:1]([O:3][C:4]([C:6]1([CH3:27])[CH2:11][CH2:10][N:9]([C:12]2[CH2:26][C:15]3([CH2:18][N:17]([C:19](OC(C)(C)C)=O)[CH2:16]3)[O:14][N:13]=2)[CH2:8][CH2:7]1)=[O:5])[CH3:2].[Cl:28][C:29]1[C:30]([O:43][CH2:44][CH3:45])=[C:31]([CH:34]=[C:35]([CH:40]2[CH2:42][CH2:41]2)[C:36]=1[CH:37]1[CH2:39][CH2:38]1)C=O. (2) Given the product [C:1]([O:5][C:6]([NH:8][C@@H:9]([CH2:10][CH:11]=[O:12])[C:13]([O:15][C:16]([CH3:19])([CH3:18])[CH3:17])=[O:14])=[O:7])([CH3:4])([CH3:3])[CH3:2], predict the reactants needed to synthesize it. The reactants are: [C:1]([O:5][C:6]([NH:8][C@H:9]([C:13]([O:15][C:16]([CH3:19])([CH3:18])[CH3:17])=[O:14])[CH2:10][CH2:11][OH:12])=[O:7])([CH3:4])([CH3:3])[CH3:2].N1C=CC=CC=1.